From a dataset of Forward reaction prediction with 1.9M reactions from USPTO patents (1976-2016). Predict the product of the given reaction. Given the reactants C([O:8][C:9]1[CH:14]=[CH:13][C:12]([NH:15][C:16]2[N:21]=[CH:20][N:19]=[C:18]([N:22]([CH3:38])[C:23]([NH:25][C:26]3[C:31]([Cl:32])=[C:30]([O:33][CH3:34])[CH:29]=[C:28]([O:35][CH3:36])[C:27]=3[Cl:37])=[O:24])[CH:17]=2)=[CH:11][CH:10]=1)C1C=CC=CC=1, predict the reaction product. The product is: [Cl:32][C:31]1[C:30]([O:33][CH3:34])=[CH:29][C:28]([O:35][CH3:36])=[C:27]([Cl:37])[C:26]=1[NH:25][C:23](=[O:24])[N:22]([C:18]1[CH:17]=[C:16]([NH:15][C:12]2[CH:13]=[CH:14][C:9]([OH:8])=[CH:10][CH:11]=2)[N:21]=[CH:20][N:19]=1)[CH3:38].